From a dataset of Forward reaction prediction with 1.9M reactions from USPTO patents (1976-2016). Predict the product of the given reaction. (1) Given the reactants [CH2:1]([O:3][C:4](=[O:13])[C:5]1[CH:10]=[CH:9][C:8]([F:11])=[CH:7][C:6]=1[OH:12])[CH3:2].[C:14](=O)([O-])[O-].[Cs+].[Cs+].CI, predict the reaction product. The product is: [CH2:1]([O:3][C:4](=[O:13])[C:5]1[CH:10]=[CH:9][C:8]([F:11])=[CH:7][C:6]=1[O:12][CH3:14])[CH3:2]. (2) Given the reactants [OH-:1].[Na+].[Cl:3][C:4]1[CH:5]=[N:6][CH:7]=[C:8]([Cl:26])[C:9]=1[NH:10][C:11]([C:13]1[C:14]2[N:15]([N:21]=[C:22]([CH:24]=[O:25])[CH:23]=2)[C:16]([O:19][CH3:20])=[CH:17][CH:18]=1)=[O:12].Cl, predict the reaction product. The product is: [Cl:26][C:8]1[CH:7]=[N:6][CH:5]=[C:4]([Cl:3])[C:9]=1[NH:10][C:11]([C:13]1[C:14]2[N:15]([N:21]=[C:22]([C:24]([OH:1])=[O:25])[CH:23]=2)[C:16]([O:19][CH3:20])=[CH:17][CH:18]=1)=[O:12].